Dataset: Peptide-MHC class I binding affinity with 185,985 pairs from IEDB/IMGT. Task: Regression. Given a peptide amino acid sequence and an MHC pseudo amino acid sequence, predict their binding affinity value. This is MHC class I binding data. (1) The peptide sequence is KVWDKYGWL. The MHC is H-2-Kb with pseudo-sequence H-2-Kb. The binding affinity (normalized) is 0.470. (2) The peptide sequence is QSVRYLVMAI. The MHC is H-2-Db with pseudo-sequence H-2-Db. The binding affinity (normalized) is 0.0208. (3) The peptide sequence is RISGVDRYY. The MHC is Patr-A0701 with pseudo-sequence Patr-A0701. The binding affinity (normalized) is 0. (4) The peptide sequence is RRDYRRGL. The MHC is Mamu-A01 with pseudo-sequence Mamu-A01. The binding affinity (normalized) is 0. (5) The peptide sequence is LFNRDKTEA. The MHC is H-2-Kb with pseudo-sequence H-2-Kb. The binding affinity (normalized) is 0. (6) The peptide sequence is EVDPIGHLY. The MHC is HLA-A02:03 with pseudo-sequence HLA-A02:03. The binding affinity (normalized) is 0. (7) The peptide sequence is MIEPRTLQY. The MHC is SLA-10401 with pseudo-sequence SLA-10401. The binding affinity (normalized) is 0.770.